This data is from Catalyst prediction with 721,799 reactions and 888 catalyst types from USPTO. The task is: Predict which catalyst facilitates the given reaction. Reactant: C(N(CC)C(C)C)(C)C.[CH3:10][N:11]1[CH2:16][CH2:15][NH:14][CH2:13][CH2:12]1.F[C:18]1[CH:23]=[CH:22][C:21]([N+:24]([O-:26])=[O:25])=[C:20]([O:27][CH3:28])[CH:19]=1. Product: [CH3:28][O:27][C:20]1[CH:19]=[C:18]([N:14]2[CH2:15][CH2:16][N:11]([CH3:10])[CH2:12][CH2:13]2)[CH:23]=[CH:22][C:21]=1[N+:24]([O-:26])=[O:25]. The catalyst class is: 44.